This data is from Peptide-MHC class II binding affinity with 134,281 pairs from IEDB. The task is: Regression. Given a peptide amino acid sequence and an MHC pseudo amino acid sequence, predict their binding affinity value. This is MHC class II binding data. The peptide sequence is LAEELCSEKPVMHYK. The MHC is DRB1_0101 with pseudo-sequence DRB1_0101. The binding affinity (normalized) is 0.518.